This data is from Forward reaction prediction with 1.9M reactions from USPTO patents (1976-2016). The task is: Predict the product of the given reaction. (1) Given the reactants C(O[C:6](=[O:40])[NH:7][C@H:8]([C:18]1[C:23]([C:24]2[CH:25]=[CH:26][C:27]([Cl:39])=[C:28]3[C:32]=2[N:31]([CH3:33])[N:30]=[C:29]3[NH:34][S:35]([CH3:38])(=[O:37])=[O:36])=[CH:22][CH:21]=[CH:20][N:19]=1)[CH2:9][C:10]1[CH:15]=[C:14]([F:16])[CH:13]=[C:12]([F:17])[CH:11]=1)(C)(C)C.[F:41][C:42]([F:47])([F:46])C(O)=O.FC(F)(F)C(OC(=O)C(F)(F)F)=O, predict the reaction product. The product is: [Cl:39][C:27]1[CH:26]=[CH:25][C:24]([C:23]2[C:18]([C@@H:8]([NH:7][C:6](=[O:40])[C:42]([F:47])([F:46])[F:41])[CH2:9][C:10]3[CH:15]=[C:14]([F:16])[CH:13]=[C:12]([F:17])[CH:11]=3)=[N:19][CH:20]=[CH:21][CH:22]=2)=[C:32]2[C:28]=1[C:29]([NH:34][S:35]([CH3:38])(=[O:36])=[O:37])=[N:30][N:31]2[CH3:33]. (2) Given the reactants [N+:1]([C:4]1[CH:5]=[C:6]([C:10]([C:12]2[C:20]3[C:15](=[N:16][CH:17]=[C:18]([C:21]4[CH:22]=[N:23][CH:24]=[CH:25][CH:26]=4)[CH:19]=3)[NH:14][CH:13]=2)=[O:11])[CH:7]=[CH:8][CH:9]=1)([O-:3])=[O:2].C([N-]C(C)C)(C)C.[Li+].C1CCCCC1.[C:41]1([CH3:51])[CH:46]=[CH:45][C:44]([S:47](Cl)(=[O:49])=[O:48])=[CH:43][CH:42]=1, predict the reaction product. The product is: [N+:1]([C:4]1[CH:5]=[C:6]([C:10]([C:12]2[C:20]3[C:15](=[N:16][CH:17]=[C:18]([C:21]4[CH:22]=[N:23][CH:24]=[CH:25][CH:26]=4)[CH:19]=3)[N:14]([S:47]([C:44]3[CH:45]=[CH:46][C:41]([CH3:51])=[CH:42][CH:43]=3)(=[O:49])=[O:48])[CH:13]=2)=[O:11])[CH:7]=[CH:8][CH:9]=1)([O-:3])=[O:2]. (3) Given the reactants [F:1][C:2]1[CH:3]=[C:4]2[C:8](=[CH:9][CH:10]=1)[NH:7][C:6](=[O:11])[CH2:5]2.[Li+].C[Si]([N-][Si](C)(C)C)(C)C.C1COCC1.[CH3:27][C:28]1([CH3:43])[C:36]2[C:31](=[CH:32][CH:33]=[C:34]([C:37]3[CH:41]=[CH:40][S:39][CH:38]=3)[CH:35]=2)[C:30](=O)[O:29]1.O, predict the reaction product. The product is: [CH3:27][C:28]1([CH3:43])[C:36]2[C:31](=[CH:32][CH:33]=[C:34]([C:37]3[CH:41]=[CH:40][S:39][CH:38]=3)[CH:35]=2)[C:30](=[C:5]2[C:4]3[C:8](=[CH:9][CH:10]=[C:2]([F:1])[CH:3]=3)[NH:7][C:6]2=[O:11])[O:29]1. (4) Given the reactants [CH2:1]([C:3]1[S:21][C:6]2[NH:7][C:8](=[O:20])[N:9]([C:12]3[N:13]=[N:14][C:15]([O:18][CH3:19])=[CH:16][CH:17]=3)[C:10](=[O:11])[C:5]=2[CH:4]=1)[CH3:2].Br[CH2:23][C:24]1[CH:29]=[CH:28][C:27]([C:30]2[CH:35]=[CH:34][CH:33]=[CH:32][C:31]=2[C:36]2[N:40]=[C:39](C(Cl)(Cl)Cl)[O:38][N:37]=2)=[CH:26][CH:25]=1.C(=O)([O-])[O-:46].[K+].[K+].CN(C)C=O, predict the reaction product. The product is: [CH2:1]([C:3]1[S:21][C:6]2[N:7]([CH2:23][C:24]3[CH:29]=[CH:28][C:27]([C:30]4[CH:35]=[CH:34][CH:33]=[CH:32][C:31]=4[C:36]4[NH:40][C:39](=[O:46])[O:38][N:37]=4)=[CH:26][CH:25]=3)[C:8](=[O:20])[N:9]([C:12]3[N:13]=[N:14][C:15]([O:18][CH3:19])=[CH:16][CH:17]=3)[C:10](=[O:11])[C:5]=2[CH:4]=1)[CH3:2]. (5) Given the reactants C([O:8][C:9]1[CH:14]=[C:13]([CH2:15][CH2:16][OH:17])[CH:12]=[CH:11][C:10]=1[C:18]1[N:22]([C:23]2[CH:24]=[C:25]3[C:29](=[CH:30][CH:31]=2)[N:28]([CH3:32])[CH:27]=[CH:26]3)[C:21](=[O:33])[NH:20][N:19]=1)C1C=CC=CC=1, predict the reaction product. The product is: [OH:8][C:9]1[CH:14]=[C:13]([CH2:15][CH2:16][OH:17])[CH:12]=[CH:11][C:10]=1[C:18]1[N:22]([C:23]2[CH:24]=[C:25]3[C:29](=[CH:30][CH:31]=2)[N:28]([CH3:32])[CH:27]=[CH:26]3)[C:21](=[O:33])[NH:20][N:19]=1. (6) Given the reactants Cl.[C:2]1([N:8]2[CH:12]=[C:11]([C:13]([NH:15][CH2:16][CH2:17][NH:18][C:19]([CH:21]3[CH2:26][CH2:25][NH:24][CH2:23][CH2:22]3)=[O:20])=[O:14])[C:10]([C:27]([F:30])([F:29])[F:28])=[N:9]2)[CH:7]=[CH:6][CH:5]=[CH:4][CH:3]=1.C(N(CC)CC)C.[CH:38]1([S:41](Cl)(=[O:43])=[O:42])[CH2:40][CH2:39]1, predict the reaction product. The product is: [CH:38]1([S:41]([N:24]2[CH2:25][CH2:26][CH:21]([C:19]([NH:18][CH2:17][CH2:16][NH:15][C:13]([C:11]3[C:10]([C:27]([F:29])([F:30])[F:28])=[N:9][N:8]([C:2]4[CH:3]=[CH:4][CH:5]=[CH:6][CH:7]=4)[CH:12]=3)=[O:14])=[O:20])[CH2:22][CH2:23]2)(=[O:43])=[O:42])[CH2:40][CH2:39]1. (7) Given the reactants [Cl:1][C:2]1[CH:7]=[CH:6][C:5]([S:8]([CH:11]([C:15]2[CH:20]=[C:19]([F:21])[CH:18]=[CH:17][C:16]=2[F:22])[CH2:12][CH2:13][OH:14])(=[O:10])=[O:9])=[CH:4][CH:3]=1.[CH2:23]([N:25]([CH2:28]C)CC)C.ClC(OC1C=CC([N+]([O-])=O)=CC=1)=[O:32].CN, predict the reaction product. The product is: [CH3:23][NH:25][C:28](=[O:32])[O:14][CH2:13][CH2:12][CH:11]([S:8]([C:5]1[CH:4]=[CH:3][C:2]([Cl:1])=[CH:7][CH:6]=1)(=[O:10])=[O:9])[C:15]1[CH:20]=[C:19]([F:21])[CH:18]=[CH:17][C:16]=1[F:22].